Dataset: Reaction yield outcomes from USPTO patents with 853,638 reactions. Task: Predict the reaction yield, written as a fraction of the theoretical maximum amount of product (1.0 means a 100% yield; for example, 0.34 means a 34% yield). (1) The reactants are C(OC([N:11]1[C:16](=[O:17])[CH2:15][CH2:14][C:13]([NH2:19])([CH3:18])[C:12]1=[O:20])=O)C1C=CC=CC=1.[ClH:21].[H][H].O. The catalyst is C(O)C.[Pd]. The product is [ClH:21].[NH2:19][C:13]1([CH3:18])[CH2:14][CH2:15][C:16](=[O:17])[NH:11][C:12]1=[O:20]. The yield is 0.930. (2) The reactants are O.ON1C2C=CC=CC=2N=N1.Cl.[CH3:13][O:14][C:15](=[O:18])[CH2:16][NH2:17].CN1CCOCC1.Cl.C(C(NCCCN(C)C)=N)C.[C:38]([C:41]1[N:42]=[C:43]([CH:46]2[CH2:54][C:53]3[C:48](=[CH:49][CH:50]=[CH:51][CH:52]=3)[N:47]2[C:55]([O:57][C:58]([CH3:61])([CH3:60])[CH3:59])=[O:56])[NH:44][CH:45]=1)(O)=[O:39]. The catalyst is C(Cl)Cl. The product is [CH3:13][O:14][C:15](=[O:18])[CH2:16][NH:17][C:38]([C:41]1[N:42]=[C:43]([CH:46]2[CH2:54][C:53]3[C:48](=[CH:49][CH:50]=[CH:51][CH:52]=3)[N:47]2[C:55]([O:57][C:58]([CH3:61])([CH3:60])[CH3:59])=[O:56])[NH:44][CH:45]=1)=[O:39]. The yield is 0.690.